Dataset: Forward reaction prediction with 1.9M reactions from USPTO patents (1976-2016). Task: Predict the product of the given reaction. (1) Given the reactants [N:1]1[CH:6]=[CH:5][CH:4]=[CH:3][C:2]=1[C:7]1[CH:12]=[CH:11][CH:10]=[CH:9][C:8]=1[N+:13]([O-])=O.[BH4-].[Na+], predict the reaction product. The product is: [N:1]1[CH:6]=[CH:5][CH:4]=[CH:3][C:2]=1[C:7]1[CH:12]=[CH:11][CH:10]=[CH:9][C:8]=1[NH2:13]. (2) Given the reactants [N+:1]([C:4]1[CH:9]=[C:8]([O:10][C:11]([F:14])([F:13])[F:12])[CH:7]=[CH:6][C:5]=1[OH:15])([O-])=O, predict the reaction product. The product is: [NH2:1][C:4]1[CH:9]=[C:8]([O:10][C:11]([F:12])([F:13])[F:14])[CH:7]=[CH:6][C:5]=1[OH:15]. (3) Given the reactants [CH3:1][O:2][C:3]([C@@H:5]1[CH2:9][C@@H:8](O)[CH2:7][N:6]1[C:11]([O:13][C:14]([CH3:17])([CH3:16])[CH3:15])=[O:12])=[O:4].C(Cl)[Cl:19].C1(P(C2C=CC=CC=2)C2C=CC=CC=2)C=CC=CC=1.C(Cl)(Cl)(Cl)Cl, predict the reaction product. The product is: [CH3:1][O:2][C:3]([C@@H:5]1[CH2:9][C@H:8]([Cl:19])[CH2:7][N:6]1[C:11]([O:13][C:14]([CH3:17])([CH3:16])[CH3:15])=[O:12])=[O:4]. (4) Given the reactants [C:1]([CH2:4][CH2:5][C:6]1[C:7]([CH3:13])=[C:8]([CH:11]=O)[NH:9][CH:10]=1)([OH:3])=[O:2].[C:14]([CH2:17][CH2:18][C:19]1[CH:20]=[C:21]2[C:25](=[CH:26][CH:27]=1)[NH:24][C:23](=[O:28])[CH2:22]2)([OH:16])=[O:15].N1CCCCC1, predict the reaction product. The product is: [C:1]([CH2:4][CH2:5][C:6]1[C:7]([CH3:13])=[C:8]([CH:11]=[C:22]2[C:21]3[C:25](=[CH:26][CH:27]=[C:19]([CH2:18][CH2:17][C:14]([OH:16])=[O:15])[CH:20]=3)[NH:24][C:23]2=[O:28])[NH:9][CH:10]=1)([OH:3])=[O:2]. (5) The product is: [Si:1]([O:8][CH2:9][CH2:10][CH2:11][CH2:12][CH2:13][CH2:14][CH2:15][C:16]#[C:17][CH:18]1[C:27]2[C:22](=[CH:23][C:24]([O:28][CH2:29][O:30][CH3:31])=[CH:25][CH:26]=2)[O:21][CH2:20][C:19]1([C:33]1[CH:38]=[CH:37][C:36]([O:39][CH2:40][O:41][CH3:42])=[CH:35][CH:34]=1)[CH3:32])([C:4]([CH3:7])([CH3:6])[CH3:5])([CH3:2])[CH3:3]. Given the reactants [Si:1]([O:8][CH2:9][CH2:10][CH2:11][CH2:12][CH2:13][CH2:14][CH2:15][C:16]#[C:17][C:18]1(O)[C:27]2[C:22](=[CH:23][C:24]([O:28][CH2:29][O:30][CH3:31])=[CH:25][CH:26]=2)[O:21][CH2:20][C:19]1([C:33]1[CH:38]=[CH:37][C:36]([O:39][CH2:40][O:41][CH3:42])=[CH:35][CH:34]=1)[CH3:32])([C:4]([CH3:7])([CH3:6])[CH3:5])([CH3:3])[CH3:2].C([BH3-])#N.[Na+].O.CCCCCC, predict the reaction product. (6) Given the reactants [F:1][C:2]1[CH:7]=[CH:6][CH:5]=[C:4]([F:8])[C:3]=1[C:9]1[C:18]2[CH:17]=[C:16]([CH2:19][F:20])[CH:15]=[CH:14][C:13]=2[C:12]2=[N:21][N:22](COCC[Si](C)(C)C)[C:23]([NH:24][CH:25]3[CH2:30][CH2:29][N:28]([S:31]([CH3:34])(=[O:33])=[O:32])[CH2:27][CH2:26]3)=[C:11]2[N:10]=1.C(O)(C(F)(F)F)=O, predict the reaction product. The product is: [F:1][C:2]1[CH:7]=[CH:6][CH:5]=[C:4]([F:8])[C:3]=1[C:9]1[C:18]2[CH:17]=[C:16]([CH2:19][F:20])[CH:15]=[CH:14][C:13]=2[C:12]2[NH:21][N:22]=[C:23]([NH:24][CH:25]3[CH2:30][CH2:29][N:28]([S:31]([CH3:34])(=[O:32])=[O:33])[CH2:27][CH2:26]3)[C:11]=2[N:10]=1.